From a dataset of Catalyst prediction with 721,799 reactions and 888 catalyst types from USPTO. Predict which catalyst facilitates the given reaction. Reactant: [CH3:1][C:2]([C:4]1[CH:5]=[CH:6][CH:7]=[C:8]([OH:10])[CH:9]=1)=O.[H][H].[NH3:13]. Product: [OH:10][C:8]1[CH:9]=[C:4]([CH:2]([NH2:13])[CH3:1])[CH:5]=[CH:6][CH:7]=1. The catalyst class is: 181.